From a dataset of Full USPTO retrosynthesis dataset with 1.9M reactions from patents (1976-2016). Predict the reactants needed to synthesize the given product. (1) The reactants are: [I:1][C:2]1[CH:7]=[CH:6][C:5]([OH:8])=[C:4]([O:9][CH3:10])[CH:3]=1.C([O-])([O-])=O.[K+].[K+].[CH2:17]([C:19]1[CH:26]=[CH:25][C:22]([CH2:23]Cl)=[CH:21][CH:20]=1)[CH3:18].O. Given the product [CH2:17]([C:19]1[CH:26]=[CH:25][C:22]([CH2:23][O:8][C:5]2[CH:6]=[CH:7][C:2]([I:1])=[CH:3][C:4]=2[O:9][CH3:10])=[CH:21][CH:20]=1)[CH3:18], predict the reactants needed to synthesize it. (2) Given the product [CH2:18]([NH:25][C:26]([N:15]1[CH2:16][CH2:17][N:12]([C:6]2[C:5]3[C:10](=[CH:11][C:2]([Cl:1])=[CH:3][CH:4]=3)[N:9]=[CH:8][CH:7]=2)[CH2:13][CH2:14]1)=[O:27])[C:19]1[CH:24]=[CH:23][CH:22]=[CH:21][CH:20]=1, predict the reactants needed to synthesize it. The reactants are: [Cl:1][C:2]1[CH:11]=[C:10]2[C:5]([C:6]([N:12]3[CH2:17][CH2:16][NH:15][CH2:14][CH2:13]3)=[CH:7][CH:8]=[N:9]2)=[CH:4][CH:3]=1.[CH2:18]([N:25]=[C:26]=[O:27])[C:19]1[CH:24]=[CH:23][CH:22]=[CH:21][CH:20]=1.CCCCCC.CCOC(C)=O. (3) Given the product [O:19]1[CH2:24][CH2:23][CH2:22][CH2:21][CH:20]1[O:1][CH2:2][C:3]([O:5][CH2:6][CH3:7])=[O:4], predict the reactants needed to synthesize it. The reactants are: [OH:1][CH2:2][C:3]([O:5][CH2:6][CH3:7])=[O:4].C1(C)C=CC(S(O)(=O)=O)=CC=1.[O:19]1[CH:24]=[CH:23][CH2:22][CH2:21][CH2:20]1. (4) Given the product [CH3:26][O:25]/[N:24]=[C:23](/[C:27]1[CH:32]=[CH:31][CH:30]=[CH:29][CH:28]=1)\[CH2:22][O:1][C:2]1[CH:3]=[CH:4][C:5]([C:8]2[CH:9]=[CH:10][C:11]([CH2:14][CH2:15][C:16]([OH:18])=[O:17])=[CH:12][CH:13]=2)=[CH:6][CH:7]=1, predict the reactants needed to synthesize it. The reactants are: [OH:1][C:2]1[CH:7]=[CH:6][C:5]([C:8]2[CH:13]=[CH:12][C:11]([CH2:14][CH2:15][C:16]([O:18]CC)=[O:17])=[CH:10][CH:9]=2)=[CH:4][CH:3]=1.Br[CH2:22]/[C:23](/[C:27]1[CH:32]=[CH:31][CH:30]=[CH:29][CH:28]=1)=[N:24]\[O:25][CH3:26]. (5) Given the product [SH:1][CH:2]([CH2:6][CH2:7][CH2:8][CH2:9][CH2:10][CH2:11][CH2:12][CH2:13][CH3:14])[C:3]([OH:5])=[O:4], predict the reactants needed to synthesize it. The reactants are: [SH:1][CH:2]([CH2:6][CH2:7][CH2:8][CH2:9][CH2:10][CH2:11][CH2:12][CH2:13][CH3:14])[C:3]([OH:5])=[O:4].CO. (6) Given the product [CH3:12][O:11][CH2:10][CH2:9][O:8][C:6]1[CH:5]=[CH:4][N:3]=[C:2]([NH2:56])[CH:7]=1, predict the reactants needed to synthesize it. The reactants are: Cl[C:2]1[CH:7]=[C:6]([O:8][CH2:9][CH2:10][O:11][CH3:12])[CH:5]=[CH:4][N:3]=1.CC(C1C=C(C(C)C)C(C2C=CC=CC=2P(C2CCCCC2)C2CCCCC2)=C(C(C)C)C=1)C.O1CCCC1.C[Si]([N-:56][Si](C)(C)C)(C)C.[Li+]. (7) Given the product [OH:1][C@:2]1([CH2:9][NH:10][C:11]([C:13]2[C:14]3[CH:15]=[CH:16][C:17]([N:37]4[CH2:38][CH2:39][CH:35]([F:34])[CH2:36]4)=[N:18][C:19]=3[CH:20]=[CH:21][C:22]=2[Cl:23])=[O:12])[CH2:7][CH2:6][CH2:5][C@@H:4]([CH3:8])[CH2:3]1, predict the reactants needed to synthesize it. The reactants are: [OH:1][C@:2]1([CH2:9][NH:10][C:11]([C:13]2[C:14]3[CH:15]=[CH:16][C:17](Cl)=[N:18][C:19]=3[CH:20]=[CH:21][C:22]=2[Cl:23])=[O:12])[CH2:7][CH2:6][CH2:5][C@@H:4]([CH3:8])[CH2:3]1.CCN(C(C)C)C(C)C.[F:34][CH:35]1[CH2:39][CH2:38][NH:37][CH2:36]1. (8) Given the product [CH3:1][O:2][C:3]1[CH:4]=[C:5]2[C:10](=[CH:11][C:12]=1[O:13][CH3:14])[N:9]=[CH:8][CH:7]=[C:6]2[O:15][C:16]1[C:22]([CH3:23])=[CH:21][C:19]([NH:20][C:29](=[O:35])[O:28][CH2:26][C:37]2[CH:42]=[CH:41][CH:40]=[CH:39][CH:38]=2)=[C:18]([CH3:24])[CH:17]=1, predict the reactants needed to synthesize it. The reactants are: [CH3:1][O:2][C:3]1[CH:4]=[C:5]2[C:10](=[CH:11][C:12]=1[O:13][CH3:14])[N:9]=[CH:8][CH:7]=[C:6]2[O:15][C:16]1[C:22]([CH3:23])=[CH:21][C:19]([NH2:20])=[C:18]([CH3:24])[CH:17]=1.Cl[C:26](Cl)([O:28][C:29](=[O:35])OC(Cl)(Cl)Cl)Cl.[C:37]1(CO)[CH:42]=[CH:41][CH:40]=[CH:39][CH:38]=1.C(=O)(O)[O-].[Na+]. (9) Given the product [Br:42][CH:43]([Br:62])[C:44]1[CH:45]=[C:46]([CH:50]=[CH:51][C:52]=1[B:53]1[O:57][C:56]([CH3:59])([CH3:58])[C:55]([CH3:61])([CH3:60])[O:54]1)[C:47]([NH:10][N:11]([C:19](=[O:28])[C:20]1[CH:25]=[C:24]([CH3:26])[CH:23]=[C:22]([CH3:27])[CH:21]=1)[C@H:12]([CH2:17][CH3:18])[C:13]([CH3:15])([CH3:14])[CH3:16])=[O:48], predict the reactants needed to synthesize it. The reactants are: COC(OC)C1C=CC(C([NH:10][N:11]([C:19](=[O:28])[C:20]2[CH:25]=[C:24]([CH3:26])[CH:23]=[C:22]([CH3:27])[CH:21]=2)[C@H:12]([CH2:17][CH3:18])[C:13]([CH3:16])([CH3:15])[CH3:14])=O)=CC=1B1OC(C)(C)C(C)(C)O1.[Br:42][CH:43]([Br:62])[C:44]1[CH:45]=[C:46]([CH:50]=[CH:51][C:52]=1[B:53]1[O:57][C:56]([CH3:59])([CH3:58])[C:55]([CH3:61])([CH3:60])[O:54]1)[C:47](Cl)=[O:48].CC(C)([C@H](N(C(=O)C1C=C(C)C=C(C)C=1)N)CC)C. (10) Given the product [Cl:1][C:2]1[CH:35]=[CH:34][CH:33]=[C:32]([C:36]([F:39])([F:38])[F:37])[C:3]=1[C:4]([N:6]1[C:14]2[C:9](=[CH:10][CH:11]=[C:12]([N:15]3[CH2:19][CH2:18][NH:17][C:16]3=[O:20])[CH:13]=2)[C:8]([C:21]2[CH:30]=[CH:29][C:24]([C:25]([OH:27])=[O:26])=[CH:23][C:22]=2[F:31])=[N:7]1)=[O:5], predict the reactants needed to synthesize it. The reactants are: [Cl:1][C:2]1[CH:35]=[CH:34][CH:33]=[C:32]([C:36]([F:39])([F:38])[F:37])[C:3]=1[C:4]([N:6]1[C:14]2[C:9](=[CH:10][CH:11]=[C:12]([N:15]3[CH2:19][CH2:18][NH:17][C:16]3=[O:20])[CH:13]=2)[C:8]([C:21]2[CH:30]=[CH:29][C:24]([C:25]([O:27]C)=[O:26])=[CH:23][C:22]=2[F:31])=[N:7]1)=[O:5].O[Li].O.O.Cl.